Dataset: Aqueous solubility values for 9,982 compounds from the AqSolDB database. Task: Regression/Classification. Given a drug SMILES string, predict its absorption, distribution, metabolism, or excretion properties. Task type varies by dataset: regression for continuous measurements (e.g., permeability, clearance, half-life) or binary classification for categorical outcomes (e.g., BBB penetration, CYP inhibition). For this dataset (solubility_aqsoldb), we predict Y. (1) The molecule is c1cc2ccc3ccc4ccc5ccc6ccc1c1c2c3c4c5c61. The Y is -8.83 log mol/L. (2) The drug is CCCCOC(=O)/C=C\C(=O)O. The Y is -0.668 log mol/L. (3) The drug is Cc1cc(N/N=C2/C(=O)C(C(=O)[O-])=Cc3ccccc32)c(S(=O)(=O)[O-])cc1Cl.[Sr+2]. The Y is -3.94 log mol/L. (4) The drug is c1ccc2c(c1)[nH]c1ccccc12. The Y is -5.21 log mol/L. (5) The drug is CCC1CCCCC1. The Y is -4.25 log mol/L. (6) The molecule is C[C@H]1C[C@H](C)C(=O)[C@H]([C@H](O)CC2CC(=O)NC(=O)C2)C1. The Y is -1.13 log mol/L.